This data is from Full USPTO retrosynthesis dataset with 1.9M reactions from patents (1976-2016). The task is: Predict the reactants needed to synthesize the given product. (1) Given the product [CH:8]([C@H:11]1[CH2:15][CH2:14][C@:13]([C:6](=[O:5])[CH3:7])([CH3:16])[CH2:12]1)([CH3:10])[CH3:9], predict the reactants needed to synthesize it. The reactants are: C[Li].C([O:5][CH2:6][CH3:7])C.[CH:8]([C@H:11]1[CH2:15][CH2:14][C@@:13](C)([C:16](O)=O)[CH2:12]1)([CH3:10])[CH3:9].Cl[Si](C)(C)C. (2) Given the product [OH:3][C:1]([C:4]1[S:8][C:7]([C:9]2[CH:10]=[CH:11][C:12](=[O:16])[N:13]([CH3:15])[CH:14]=2)=[CH:6][CH:5]=1)([C:18]1[CH:23]=[CH:22][N:21]=[CH:20][CH:19]=1)[CH3:2], predict the reactants needed to synthesize it. The reactants are: [C:1]([C:4]1[S:8][C:7]([C:9]2[CH:10]=[CH:11][C:12](=[O:16])[N:13]([CH3:15])[CH:14]=2)=[CH:6][CH:5]=1)(=[O:3])[CH3:2].I[C:18]1[CH:23]=[CH:22][N:21]=[CH:20][CH:19]=1. (3) Given the product [C:1]([N:4]([CH2:44][CH2:45][N:46]1[CH2:51][CH2:50][S:49](=[O:52])(=[O:53])[CH2:48][CH2:47]1)[C@:5]12[CH2:40][CH2:39][C@@H:38]([C:41]([CH3:43])=[CH2:42])[C@@H:6]1[C@@H:7]1[C@@:20]([CH3:23])([CH2:21][CH2:22]2)[C@@:19]2([CH3:24])[C@@H:10]([C@:11]3([CH3:37])[C@@H:16]([CH2:17][CH2:18]2)[C:15]([CH3:25])([CH3:26])[C:14]([C:27]2[CH:28]=[CH:29][C:30]([C:31]([OH:33])=[O:32])=[CH:35][CH:36]=2)=[CH:13][CH2:12]3)[CH2:9][CH2:8]1)(=[O:3])[CH3:2], predict the reactants needed to synthesize it. The reactants are: [C:1]([N:4]([CH2:44][CH2:45][N:46]1[CH2:51][CH2:50][S:49](=[O:53])(=[O:52])[CH2:48][CH2:47]1)[C@:5]12[CH2:40][CH2:39][C@@H:38]([C:41]([CH3:43])=[CH2:42])[C@@H:6]1[C@@H:7]1[C@@:20]([CH3:23])([CH2:21][CH2:22]2)[C@@:19]2([CH3:24])[C@@H:10]([C@:11]3([CH3:37])[C@@H:16]([CH2:17][CH2:18]2)[C:15]([CH3:26])([CH3:25])[C:14]([C:27]2[CH:36]=[CH:35][C:30]([C:31]([O:33]C)=[O:32])=[CH:29][CH:28]=2)=[CH:13][CH2:12]3)[CH2:9][CH2:8]1)(=[O:3])[CH3:2].[OH-].[Na+].